Dataset: Full USPTO retrosynthesis dataset with 1.9M reactions from patents (1976-2016). Task: Predict the reactants needed to synthesize the given product. The reactants are: S(Cl)(Cl)=O.[C:5]([O:8][CH2:9][C:10]([CH3:40])([CH3:39])[CH2:11][N:12]1[C:18]2[CH:19]=[CH:20][C:21]([Cl:23])=[CH:22][C:17]=2[C@@H:16]([C:24]2[CH:29]=[CH:28][CH:27]=[C:26]([O:30][CH3:31])[C:25]=2[O:32][CH3:33])[O:15][C@H:14]([CH2:34][C:35](O)=[O:36])[C:13]1=[O:38])(=[O:7])[CH3:6].Cl.[NH2:42][C:43]1[CH:44]=[C:45]([CH2:52][CH2:53][C:54]([O:56][CH2:57][CH3:58])=[O:55])[CH:46]=[CH:47][C:48]=1[O:49][CH2:50][CH3:51].C(N(CC)CC)C. Given the product [C:5]([O:8][CH2:9][C:10]([CH3:40])([CH3:39])[CH2:11][N:12]1[C:18]2[CH:19]=[CH:20][C:21]([Cl:23])=[CH:22][C:17]=2[C@@H:16]([C:24]2[CH:29]=[CH:28][CH:27]=[C:26]([O:30][CH3:31])[C:25]=2[O:32][CH3:33])[O:15][C@H:14]([CH2:34][C:35]([NH:42][C:43]2[CH:44]=[C:45]([CH2:52][CH2:53][C:54]([O:56][CH2:57][CH3:58])=[O:55])[CH:46]=[CH:47][C:48]=2[O:49][CH2:50][CH3:51])=[O:36])[C:13]1=[O:38])(=[O:7])[CH3:6], predict the reactants needed to synthesize it.